Dataset: Reaction yield outcomes from USPTO patents with 853,638 reactions. Task: Predict the reaction yield, written as a fraction of the theoretical maximum amount of product (1.0 means a 100% yield; for example, 0.34 means a 34% yield). (1) The reactants are [N:1]1([CH:7]2[CH2:13][CH2:12][C:11]3[CH:14]=[C:15]([NH2:18])[CH:16]=[CH:17][C:10]=3[CH2:9][CH2:8]2)[CH2:6][CH2:5][O:4][CH2:3][CH2:2]1.Cl[C:20]1[N:25]=[C:24]([NH:26][C:27]2[CH:36]=[CH:35][CH:34]=[CH:33][C:28]=2[C:29]([NH:31][CH3:32])=[O:30])[C:23]([Cl:37])=[CH:22][N:21]=1.C(O)(C)C.Cl.O1CCOCC1. No catalyst specified. The product is [Cl:37][C:23]1[C:24]([NH:26][C:27]2[CH:36]=[CH:35][CH:34]=[CH:33][C:28]=2[C:29]([NH:31][CH3:32])=[O:30])=[N:25][C:20]([NH:18][C:15]2[CH:16]=[CH:17][C:10]3[CH2:9][CH2:8][CH:7]([N:1]4[CH2:6][CH2:5][O:4][CH2:3][CH2:2]4)[CH2:13][CH2:12][C:11]=3[CH:14]=2)=[N:21][CH:22]=1. The yield is 0.400. (2) The reactants are C([O:3][C:4](=O)[CH:5]=[C:6]([CH2:16][NH:17][C:18]([O:20][C:21]([CH3:24])([CH3:23])[CH3:22])=[O:19])[CH2:7][NH:8][C:9]([O:11][C:12]([CH3:15])([CH3:14])[CH3:13])=[O:10])C.C(=O)=O.CC(C)=O.[H-]. The catalyst is O1CCCC1. The product is [C:12]([O:11][C:9](=[O:10])[NH:8][CH2:7][C:6]([CH2:16][NH:17][C:18]([O:20][C:21]([CH3:24])([CH3:23])[CH3:22])=[O:19])=[CH:5][CH2:4][OH:3])([CH3:14])([CH3:15])[CH3:13]. The yield is 0.960. (3) The reactants are [NH2:1][CH2:2][C:3]1([OH:7])[CH2:6][CH2:5][CH2:4]1.[CH3:8][C:9]([CH3:14])([CH3:13])[CH2:10][CH:11]=O.[S-:15][C:16]#[N:17].[K+].II. The catalyst is C(#N)C. The product is [C:9]([C:10]1[S:15][C:16](=[NH:17])[N:1]([CH2:2][C:3]2([OH:7])[CH2:6][CH2:5][CH2:4]2)[CH:11]=1)([CH3:14])([CH3:13])[CH3:8]. The yield is 0.320.